From a dataset of Reaction yield outcomes from USPTO patents with 853,638 reactions. Predict the reaction yield, written as a fraction of the theoretical maximum amount of product (1.0 means a 100% yield; for example, 0.34 means a 34% yield). (1) The reactants are [CH3:1][CH:2]([CH2:12][CH3:13])[CH2:3][C:4]1[CH:11]=[CH:10][C:7]([CH2:8][NH2:9])=[CH:6][CH:5]=1.[Cl:14][C:15]1[CH:31]=[CH:30][C:18]2[CH2:19][CH2:20][N:21]([C:24](=[O:29])[C:25]([F:28])([F:27])[F:26])[CH2:22][CH2:23][C:17]=2[C:16]=1OS(C(F)(F)F)(=O)=O.C1C=CC(P(C2C(C3C(P(C4C=CC=CC=4)C4C=CC=CC=4)=CC=C4C=3C=CC=C4)=C3C(C=CC=C3)=CC=2)C2C=CC=CC=2)=CC=1.C(=O)([O-])[O-].[Cs+].[Cs+]. The catalyst is C([O-])(=O)C.[Pd+2].C([O-])(=O)C.C1(C)C=CC=CC=1. The product is [Cl:14][C:15]1[CH:31]=[CH:30][C:18]2[CH2:19][CH2:20][N:21]([C:24](=[O:29])[C:25]([F:26])([F:28])[F:27])[CH2:22][CH2:23][C:17]=2[C:16]=1[NH:9][CH2:8][C:7]1[CH:6]=[CH:5][C:4]([CH2:3][CH:2]([CH3:1])[CH2:12][CH3:13])=[CH:11][CH:10]=1. The yield is 0.590. (2) The reactants are C(OC([N:8]([CH:46]1[CH2:51][CH2:50][N:49](C(OC(C)(C)C)=O)[CH2:48][CH2:47]1)[C:9]1[CH:14]=[CH:13][C:12]([C:15]2[CH:16]=[C:17]3[C:23]([C:24]4[C:25]([CH3:38])=[N:26][N:27]([CH2:30][C:31]5[CH:36]=[CH:35][CH:34]=[C:33]([F:37])[CH:32]=5)[C:28]=4[CH3:29])=[CH:22][N:21](C(OC(C)(C)C)=O)[C:18]3=[N:19][CH:20]=2)=[CH:11][CH:10]=1)=O)(C)(C)C. The catalyst is CO.CCOCC.Cl. The product is [F:37][C:33]1[CH:32]=[C:31]([CH:36]=[CH:35][CH:34]=1)[CH2:30][N:27]1[C:28]([CH3:29])=[C:24]([C:23]2[C:17]3[C:18](=[N:19][CH:20]=[C:15]([C:12]4[CH:11]=[CH:10][C:9]([NH:8][CH:46]5[CH2:47][CH2:48][NH:49][CH2:50][CH2:51]5)=[CH:14][CH:13]=4)[CH:16]=3)[NH:21][CH:22]=2)[C:25]([CH3:38])=[N:26]1. The yield is 0.312. (3) The reactants are CS(O)(=O)=O.[C:6](OC(=O)C)(=[O:8])[CH3:7].[C:13]([O:16][C:17]1[C:18]([CH3:40])=[C:19]([CH:36]=[C:37]([CH3:39])[CH:38]=1)[C:20]([NH:22][C@@H:23]([CH2:29][C:30]1[CH:35]=[CH:34][CH:33]=[CH:32][CH:31]=1)[C@H:24]([OH:28])[C:25]([OH:27])=[O:26])=[O:21])(=[O:15])[CH3:14].CCCCCCC. The catalyst is C(OCC)(=O)C. The product is [C:6]([O:28][C@@H:24]([C@@H:23]([NH:22][C:20](=[O:21])[C:19]1[CH:36]=[C:37]([CH3:39])[CH:38]=[C:17]([O:16][C:13](=[O:15])[CH3:14])[C:18]=1[CH3:40])[CH2:29][C:30]1[CH:35]=[CH:34][CH:33]=[CH:32][CH:31]=1)[C:25]([OH:27])=[O:26])(=[O:8])[CH3:7]. The yield is 0.963. (4) No catalyst specified. The yield is 0.200. The product is [CH2:1]([NH:8][C:24]([C:20]1[S:19][C:18]([NH:17][C:9](=[O:16])[C:10]2[CH:15]=[CH:14][CH:13]=[CH:12][CH:11]=2)=[N:22][C:21]=1[Cl:23])=[O:25])[C:2]1[CH:7]=[CH:6][CH:5]=[CH:4][CH:3]=1. The reactants are [CH2:1]([NH2:8])[C:2]1[CH:7]=[CH:6][CH:5]=[CH:4][CH:3]=1.[C:9]([NH:17][C:18]1[S:19][C:20]([C:24](O)=[O:25])=[C:21]([Cl:23])[N:22]=1)(=[O:16])[C:10]1[CH:15]=[CH:14][CH:13]=[CH:12][CH:11]=1.